From a dataset of Forward reaction prediction with 1.9M reactions from USPTO patents (1976-2016). Predict the product of the given reaction. Given the reactants [CH3:1][CH:2]([NH2:13])[CH2:3][C:4]1[C:12]2[C:7](=[CH:8][CH:9]=[CH:10][CH:11]=2)[NH:6][CH:5]=1.[CH3:14][N:15]([CH3:28])[C:16]1([C:23]2[S:24][CH:25]=[CH:26][CH:27]=2)[CH2:21][CH2:20][C:19](=O)[CH2:18][CH2:17]1.C(O)(=O)C.C(O[BH-](OC(=O)C)OC(=O)C)(=O)C.[Na+].[Cl:47]CCCl, predict the reaction product. The product is: [ClH:47].[ClH:47].[NH:6]1[C:7]2[C:12](=[CH:11][CH:10]=[CH:9][CH:8]=2)[C:4]([CH2:3][CH:2]([NH:13][CH:19]2[CH2:20][CH2:21][C:16]([C:23]3[S:24][CH:25]=[CH:26][CH:27]=3)([N:15]([CH3:28])[CH3:14])[CH2:17][CH2:18]2)[CH3:1])=[CH:5]1.